The task is: Binary Classification. Given a miRNA mature sequence and a target amino acid sequence, predict their likelihood of interaction.. This data is from Experimentally validated miRNA-target interactions with 360,000+ pairs, plus equal number of negative samples. (1) The protein sequence of the target gene is MAVAGAKRRAVATPAAAAAEEERQAREKMLEARRGDGADPEGEGVTLQRNITLLNGVAIIVGTIIGSGIFVTPTGVLKEAGSPGLSLVVWAVCGVFSIVGALCYAELGTTISKSGGDYAYMLEVYGSLPAFLKLWIELLIIRPSSQYIVALVFATYLLKPVFPTCPVPEEAAKLVACLCVLLLTAVNCYSVKAATRVQDAFAAAKLLALALIILLGFIQMGKDMGQGDASNLQQKLSFEGTNLDVGNIVLALYSGLFAYGGWNYLNFVTEEMINPYRNLPLAIIISLPIVTLVYVLTNLA.... Result: 0 (no interaction). The miRNA is hsa-miR-4638-3p with sequence CCUGGACACCGCUCAGCCGGCCG. (2) The miRNA is rno-miR-181a-5p with sequence AACAUUCAACGCUGUCGGUGAGU. The protein sequence of the target gene is MRSTTLLALLALVLLYLVSGALVFRALEQPHEQQAQRELGEVREKFLRAHPCVSDQELGLLIKEVADALGGGADPETNSTSNSSHSAWDLGSAFFFSGTIITTIGYGNVALRTDAGRLFCIFYALVGIPLFGILLAGVGDRLGSSLRHGIGHIEAIFLKWHVPPELVRVLSAMLFLLIGCLLFVLTPTFVFCYMEDWSKLEAIYFVIVTLTTVGFGDYVAGADPRQDSPAYQPLVWFWILLGLAYFASVLTTIGNWLRVVSRRTRAEMGGLTAQAASWTGTVTARVTQRAGPAAPPPEKE.... Result: 0 (no interaction). (3) The miRNA is hsa-miR-4700-3p with sequence CACAGGACUGACUCCUCACCCCAGUG. The protein sequence of the target gene is MTAGSPEECGEVRRSPEGRVSRLGRRLGRRRRPRSPPEPLRVRARLRLRSPSGAFAALGALVVLVGMGIAVAGYWPHRAGAPGSRAANASSPQMSELRREGRGGGRAHGPHERLRLLGPVIMGVGLFVFICANTLLYENRDLETRRLRQGVLRAQALRPPDGPGWDCALLPSPGPRSPRAVGCAEPEIWDPSPRRGTSPVPSVRSLRSEPANPRLGLPALLNSYPLKGPGLPPPWGPRTQTGHVIITVQPSGSCIEHSKSLDLGLGELLLGAPAARDCAHRSWPRLDRLSLGGYAKLGGG.... Result: 0 (no interaction). (4) The miRNA is hsa-miR-4684-3p with sequence UGUUGCAAGUCGGUGGAGACGU. The protein sequence of the target gene is MDWGTLQTILGGVNKHSTSIGKIWLTVLFIFRIMILVVAAKEVWGDEQADFVCNTLQPGCKNVCYDHYFPISHIRLWALQLIFVSTPALLVAMHVAYRRHEKKRKFIKGEIKSEFKDIEEIKTQKVRIEGSLWWTYTSSIFFRVIFEAAFMYVFYVMYDGFSMQRLVKCNAWPCPNTVDCFVSRPTEKTVFTVFMIAVSGICILLNVTELCYLLIRYCSGKSKKPV. Result: 0 (no interaction). (5) The miRNA is hsa-miR-5003-5p with sequence UCACAACAACCUUGCAGGGUAGA. The protein sequence of the target gene is MRGPELGPETSMEGDVLDTLEALGYKGPLLEEQALSKAAEGGLSSPEFSELCIWLGSQIKSLCNLEESITSAGRDDLESFQLEISGFLKEMACPYSVLVSGDIKERLTKKDDCLKLLLFLSTELQALQILQKKKHKNSQLDKNSEICQEVQAVCDALGVPKSDTSDIPLLLSQVESKVKDILCRVQKNHVGKPLLKVDLSSEQAEKLERINDALSCEYECRRRMLMKRLDVTVQSFGWSDRAKAKTDNIARIYQPKRYALSPKTTVTLAHLLAAREDLSKIIRTSSGISREKTACAINKV.... Result: 0 (no interaction). (6) The miRNA is hsa-miR-4420 with sequence GUCACUGAUGUCUGUAGCUGAG. The protein sequence of the target gene is MAAVVAKREGPPFISEAAVRGNAAVLDYCRTSVSALSGATAGILGLTGLYGFIFYLLASVLLSLLLILKAGRRWNKYFKSRRPLFTGGLIGGLFTYVLFWTFLYGMVHVY. Result: 0 (no interaction). (7) Result: 0 (no interaction). The miRNA is mmu-miR-671-5p with sequence AGGAAGCCCUGGAGGGGCUGGAG. The protein sequence of the target gene is MIIQRVVLNSRPGKNGNPVAENFRVEEFSLPDALNEGQVQVRTLYLSVDPYMRCKMNEDTGTDYLAPWQLAQVADGGGIGVVEESKHQKLTKGDFVTSFYWPWQTKAILDGNGLEKVDPQLVDGHLSYFLGAIGMPGLTSLIGVQEKGHISAGSNQTMVVSGAAGACGSLAGQIGHLLGCSRVVGICGTQEKCLFLTSELGFDAAVNYKTGNVAEQLREACPGGVDVYFDNVGGDISNAVISQMNENSHIILCGQISQYSNDVPYPPPLPPAVEAIRKERNITRERFTVLNYKDKFEPGI.... (8) The miRNA is mmu-miR-30d-5p with sequence UGUAAACAUCCCCGACUGGAAG. The protein sequence of the target gene is MDLHTAVYNAAHDGKLPLLQKLLAGRGREELEELLGEVAGGGTPLLIAARRGHLDVVEYLVDHCGASVEASGSVHFDGETIEGAPPLWAASAAGHLAVVRSLLRRGASVNRTTRTNSTPLRAACFDGHLDVVRYLVGEHKADLEVANRHGHTCLMISCYKGHREIARYLLERGAQVNRRSAKGNTALHDCAESGSLEILQLLLGCHARMERDGYGMTPLLAASVTGHTNIVEYLIQEQPGHEQLSGTELPGEGSSQVAGNHCSTPEEAEPYESCCPTSREAAVEALELLGATYVDKKRDL.... Result: 0 (no interaction). (9) The protein sequence of the target gene is MNINDLKLTLSKAGQEHLLRFWNELEEAQQVELYAELQAMNFEELNFFFQKAIEGFNQSSHQKNVDARMEPVPREVLGSATRDQDQLQAWESEGLFQISQNKVAVLLLAGGQGTRLGVAYPKGMYDVGLPSRKTLFQIQAERILKLQQVAEKYYGNKCIIPWYIMTSGRTMESTKEFFTKHKYFGLKKENVIFFQQGMLPAMSFDGKIILEEKNKVSMAPDGNGGLYRALAAQNIVEDMEQRGIWSIHVYCVDNILVKVADPRFIGFCIQKGADCGAKVVEKTNPTEPVGVVCRVDGVYQ.... Result: 0 (no interaction). The miRNA is hsa-miR-1910-3p with sequence GAGGCAGAAGCAGGAUGACA. (10) The miRNA is mmu-miR-34a-3p with sequence AAUCAGCAAGUAUACUGCCCU. The protein sequence of the target gene is MIRDLSKMYPQTRHPAPHQPAQPFKFTISESCDRIKEEFQFLQAQYHSLKLECEKLASEKTEMQRHYVMYYEMSYGLNIEMHKQAEIVKRLNAICAQVIPFLSQEHQQQVVQAVERAKQVTMAELNAIIGQQLQAQHLSHGHGLPVPLTPHPSGLQPPAIPPIGSSAGLLALSSALGGQSHLPIKDEKKHHDNDHQRDRDSIKSSSVSPSASFRGAEKHRNSADYSSESKKQKTEEKEIAARYDSDGEKSDDNLVVDVSNEDPSSPRGSPAHSPRENGLDKTRLLKKDAPISPASIASSS.... Result: 0 (no interaction).